Dataset: Catalyst prediction with 721,799 reactions and 888 catalyst types from USPTO. Task: Predict which catalyst facilitates the given reaction. (1) Reactant: Cl[C:2](=[O:13])[CH2:3][CH2:4][CH2:5][CH2:6][CH2:7][CH2:8][C:9]([O:11][CH3:12])=[O:10].[Br:14][C:15]1[CH:21]=[CH:20][C:18]([NH2:19])=[C:17]([N+:22]([O-:24])=[O:23])[CH:16]=1.C(N(CC)CC)C. Product: [Br:14][C:15]1[CH:21]=[CH:20][C:18]([NH:19][C:2](=[O:13])[CH2:3][CH2:4][CH2:5][CH2:6][CH2:7][CH2:8][C:9]([O:11][CH3:12])=[O:10])=[C:17]([N+:22]([O-:24])=[O:23])[CH:16]=1. The catalyst class is: 39. (2) Reactant: [CH3:1][C:2]1[O:6][C:5]([NH2:7])=[N:4][CH:3]=1.Br[C:9]1[C:10](=[O:17])[N:11]([CH3:16])[CH:12]=[C:13]([Br:15])[CH:14]=1.CC1(C)C2C(=C(P(C3C=CC=CC=3)C3C=CC=CC=3)C=CC=2)OC2C(P(C3C=CC=CC=3)C3C=CC=CC=3)=CC=CC1=2.C([O-])([O-])=O.[Cs+].[Cs+]. Product: [Br:15][C:13]1[CH:14]=[C:9]([NH:7][C:5]2[O:6][C:2]([CH3:1])=[CH:3][N:4]=2)[C:10](=[O:17])[N:11]([CH3:16])[CH:12]=1. The catalyst class is: 102. (3) Reactant: [N:1]1[CH:6]=[CH:5][C:4]([NH:7][C:8]2[CH:16]=[CH:15][C:11]([C:12](O)=[O:13])=[CH:10][CH:9]=2)=[N:3][CH:2]=1.S(Cl)([Cl:19])=O. Product: [ClH:19].[N:1]1[CH:6]=[CH:5][C:4]([NH:7][C:8]2[CH:16]=[CH:15][C:11]([C:12]([Cl:19])=[O:13])=[CH:10][CH:9]=2)=[N:3][CH:2]=1. The catalyst class is: 12. (4) Reactant: Cl[C:2]1[N:6]2[CH:7]=[CH:8][C:9]([C:11]3C=NC=C[CH:16]=3)=[CH:10][C:5]2=[N:4][C:3]=1[NH:17][C:18]([NH:20][CH2:21][CH3:22])=[O:19].ClCC(NC(NCC)=O)=[O:26].C(N(C(C)C)C(C)C)C. Product: [C:11]([C:9]1[CH:8]=[CH:7][N:6]2[CH:2]=[C:3]([NH:17][C:18]([NH:20][CH2:21][CH3:22])=[O:19])[N:4]=[C:5]2[CH:10]=1)(=[O:26])[CH3:16]. The catalyst class is: 35. (5) Reactant: [CH:1]([C:3]([CH2:5]C)=[O:4])=[CH2:2].C(N(CC)CC)C.[CH2:14]([CH:21]1[C:26](=[O:27])[CH2:25][CH2:24][CH2:23][C:22]1=[O:28])[C:15]1[CH:20]=[CH:19][CH:18]=[CH:17][CH:16]=1. Product: [CH2:14]([C:21]1([CH2:2][CH2:1][C:3](=[O:4])[CH3:5])[C:22](=[O:28])[CH2:23][CH2:24][CH2:25][C:26]1=[O:27])[C:15]1[CH:20]=[CH:19][CH:18]=[CH:17][CH:16]=1. The catalyst class is: 10. (6) Reactant: [NH2:1][C:2]1[CH:3]=[CH:4][C:5]2[N:10]([CH2:11][CH2:12][CH2:13][N:14]([CH3:22])[C:15](=[O:21])[O:16][C:17]([CH3:20])([CH3:19])[CH3:18])[CH2:9][CH2:8][S:7][C:6]=2[CH:23]=1.I.[S:25]1[CH:29]=[CH:28][CH:27]=[C:26]1[C:30](SC)=[NH:31].C([O-])(O)=O.[Na+]. Product: [CH3:22][N:14]([CH2:13][CH2:12][CH2:11][N:10]1[CH2:9][CH2:8][S:7][C:6]2[CH:23]=[C:2]([NH:1][C:30]([C:26]3[S:25][CH:29]=[CH:28][CH:27]=3)=[NH:31])[CH:3]=[CH:4][C:5]1=2)[C:15](=[O:21])[O:16][C:17]([CH3:18])([CH3:19])[CH3:20]. The catalyst class is: 8.